This data is from Full USPTO retrosynthesis dataset with 1.9M reactions from patents (1976-2016). The task is: Predict the reactants needed to synthesize the given product. (1) Given the product [CH3:20][C:21]([NH:22][C:14]([C:12]1[CH:11]=[CH:10][C:9]([CH:17]2[CH2:19][CH2:18]2)=[C:8]([C:4]2[CH:5]=[CH:6][CH:7]=[C:2]([Cl:1])[CH:3]=2)[N:13]=1)=[O:16])([C:23]1[O:24][CH:25]=[CH:26][N:27]=1)[CH3:28], predict the reactants needed to synthesize it. The reactants are: [Cl:1][C:2]1[CH:3]=[C:4]([C:8]2[N:13]=[C:12]([C:14]([OH:16])=O)[CH:11]=[CH:10][C:9]=2[CH:17]2[CH2:19][CH2:18]2)[CH:5]=[CH:6][CH:7]=1.[CH3:20][C:21]([CH3:28])([C:23]1[O:24][CH:25]=[CH:26][N:27]=1)[NH2:22]. (2) The reactants are: [CH2:1]1[C:9]2[C:4](=[CH:5][CH:6]=[CH:7][CH:8]=2)[CH2:3][N:2]1[C:10](Cl)=[O:11].[OH:13][CH2:14][CH2:15][CH2:16][CH2:17][NH:18]C(=O)C1C=CC=CC=1. Given the product [OH:13][CH2:14][CH2:15][CH2:16][CH2:17][NH:18][C:10]([N:2]1[CH2:3][C:4]2[C:9](=[CH:8][CH:7]=[CH:6][CH:5]=2)[CH2:1]1)=[O:11], predict the reactants needed to synthesize it. (3) Given the product [CH2:20]([C:22]1[CH:23]=[CH:24][C:25]([C:28]2[S:32][C:31]([CH3:33])=[N:30][C:29]=2[C:34]([N:3]2[CH2:4][C@@H:5]3[C@@H:1]([CH2:6]3)[C@H:2]2[CH2:7][NH:8][C:9]([C:11]2[CH:12]=[CH:13][CH:14]=[C:15]3[O:19][CH:18]=[CH:17][C:16]=23)=[O:10])=[O:35])=[CH:26][CH:27]=1)[CH3:21], predict the reactants needed to synthesize it. The reactants are: [C@@H:1]12[CH2:6][C@@H:5]1[CH2:4][NH:3][C@@H:2]2[CH2:7][NH:8][C:9]([C:11]1[CH:12]=[CH:13][CH:14]=[C:15]2[O:19][CH:18]=[CH:17][C:16]=12)=[O:10].[CH2:20]([C:22]1[CH:27]=[CH:26][C:25]([C:28]2[S:32][C:31]([CH3:33])=[N:30][C:29]=2[C:34](O)=[O:35])=[CH:24][CH:23]=1)[CH3:21].